From a dataset of Peptide-MHC class I binding affinity with 185,985 pairs from IEDB/IMGT. Regression. Given a peptide amino acid sequence and an MHC pseudo amino acid sequence, predict their binding affinity value. This is MHC class I binding data. (1) The peptide sequence is MLNNSFYYM. The MHC is HLA-B51:01 with pseudo-sequence HLA-B51:01. The binding affinity (normalized) is 0.208. (2) The peptide sequence is GCQKILSVL. The MHC is Mamu-A70103 with pseudo-sequence Mamu-A70103. The binding affinity (normalized) is 0.530.